This data is from Full USPTO retrosynthesis dataset with 1.9M reactions from patents (1976-2016). The task is: Predict the reactants needed to synthesize the given product. (1) Given the product [I:9][C:5]1[CH:4]=[C:3]2[C:8]([C:12](=[O:11])[CH2:13][S:14][CH2:2]2)=[CH:7][CH:6]=1, predict the reactants needed to synthesize it. The reactants are: Br[CH2:2][C:3]1[CH:8]=[CH:7][CH:6]=[C:5]([I:9])[CH:4]=1.C[O:11][C:12](=O)[CH2:13][SH:14].C([O-])([O-])=O.[K+].[K+].[OH-].[Li+].O=P12OP3(OP(OP(O3)(O1)=O)(=O)O2)=O. (2) Given the product [CH2:1]([O:8][C:9]1[CH:18]=[C:17]2[C:12]([C:13]([NH:30][CH2:31][C:32]([CH3:35])([OH:34])[CH3:33])=[C:14]([N+:19]([O-:21])=[O:20])[CH:15]=[N:16]2)=[CH:11][CH:10]=1)[C:2]1[CH:7]=[CH:6][CH:5]=[CH:4][CH:3]=1, predict the reactants needed to synthesize it. The reactants are: [CH2:1]([O:8][C:9]1[CH:18]=[C:17]2[C:12]([C:13](Cl)=[C:14]([N+:19]([O-:21])=[O:20])[CH:15]=[N:16]2)=[CH:11][CH:10]=1)[C:2]1[CH:7]=[CH:6][CH:5]=[CH:4][CH:3]=1.C(N(CC)CC)C.[NH2:30][CH2:31][C:32]([CH3:35])([OH:34])[CH3:33]. (3) The reactants are: C([N:8]1[C:13](=[O:14])[C:12]2[C:15]([NH:22][C:23]3[CH:28]=[CH:27][C:26]([N+:29]([O-])=O)=[CH:25][C:24]=3[F:32])=[C:16]([CH3:21])[C:17](=[O:20])[N:18]([CH3:19])[C:11]=2[N:10]=[CH:9]1)C1C=CC=CC=1.C([O-])=O.[NH4+]. Given the product [NH2:29][C:26]1[CH:27]=[CH:28][C:23]([NH:22][C:15]2[C:12]3[C:13](=[O:14])[NH:8][CH:9]=[N:10][C:11]=3[N:18]([CH3:19])[C:17](=[O:20])[C:16]=2[CH3:21])=[C:24]([F:32])[CH:25]=1, predict the reactants needed to synthesize it. (4) Given the product [Si:1]([O:8][C@H:9]([CH2:19][CH2:20][CH2:21][OH:22])[CH2:10][CH:11]([CH3:18])[C:12]([N:14]([O:16][CH3:17])[CH3:15])=[O:13])([C:4]([CH3:7])([CH3:6])[CH3:5])([CH3:3])[CH3:2], predict the reactants needed to synthesize it. The reactants are: [Si:1]([O:8][C@H:9]([CH2:19][CH2:20][CH:21]=[O:22])[CH2:10][CH:11]([CH3:18])[C:12]([N:14]([O:16][CH3:17])[CH3:15])=[O:13])([C:4]([CH3:7])([CH3:6])[CH3:5])([CH3:3])[CH3:2].[BH4-].[Na+]. (5) Given the product [Cl:19][C:20]1[N:28]=[CH:27][CH:26]=[CH:25][C:21]=1[C:22]([NH:17][C@H:14]1[CH2:15][CH2:16][C@@H:11]([NH:10][C:5]2[N:4]=[C:3]([N:2]([CH3:1])[CH3:18])[C:8]([CH3:9])=[CH:7][N:6]=2)[CH2:12][CH2:13]1)=[O:23], predict the reactants needed to synthesize it. The reactants are: [CH3:1][N:2]([CH3:18])[C:3]1[C:8]([CH3:9])=[CH:7][N:6]=[C:5]([NH:10][C@@H:11]2[CH2:16][CH2:15][C@H:14]([NH2:17])[CH2:13][CH2:12]2)[N:4]=1.[Cl:19][C:20]1[N:28]=[CH:27][CH:26]=[CH:25][C:21]=1[C:22](Cl)=[O:23].CCN(C(C)C)C(C)C. (6) The reactants are: [N:1]([CH2:4][C:5]([NH:7][C:8]1[CH:9]=[N:10][C:11]([O:14][C:15]2[CH:16]=[C:17]3[C:22](=[CH:23][CH:24]=2)[O:21][CH:20]([C:25]2[CH:30]=[CH:29][CH:28]=[CH:27][CH:26]=2)[CH2:19][CH2:18]3)=[CH:12][CH:13]=1)=[O:6])=[N+]=[N-]. Given the product [NH2:1][CH2:4][C:5]([NH:7][C:8]1[CH:9]=[N:10][C:11]([O:14][C:15]2[CH:16]=[C:17]3[C:22](=[CH:23][CH:24]=2)[O:21][CH:20]([C:25]2[CH:26]=[CH:27][CH:28]=[CH:29][CH:30]=2)[CH2:19][CH2:18]3)=[CH:12][CH:13]=1)=[O:6], predict the reactants needed to synthesize it. (7) Given the product [F:43][C:39]1[CH:38]=[C:37]([C:2]#[C:1][C:3]2[CH:4]=[C:5]([CH:27]=[CH:28][C:29]=2[CH3:30])[C:6]([NH:8][C:9]2[CH:14]=[CH:13][C:12]([CH2:15][N:16]3[CH2:17][CH2:18][N:19]([CH3:22])[CH2:20][CH2:21]3)=[C:11]([C:23]([F:25])([F:24])[F:26])[CH:10]=2)=[O:7])[CH:36]=[C:35]2[C:40]=1[CH:41]=[N:42][C:33]([NH:32][CH3:31])=[N:34]2, predict the reactants needed to synthesize it. The reactants are: [C:1]([C:3]1[CH:4]=[C:5]([CH:27]=[CH:28][C:29]=1[CH3:30])[C:6]([NH:8][C:9]1[CH:14]=[CH:13][C:12]([CH2:15][N:16]2[CH2:21][CH2:20][N:19]([CH3:22])[CH2:18][CH2:17]2)=[C:11]([C:23]([F:26])([F:25])[F:24])[CH:10]=1)=[O:7])#[CH:2].[CH3:31][NH:32][C:33]1[N:42]=[CH:41][C:40]2[C:35](=[CH:36][C:37](Br)=[CH:38][C:39]=2[F:43])[N:34]=1. (8) Given the product [C:1]([C:3]1[CH:4]=[C:5]([CH:16]([OH:25])[C:17]2[CH:18]=[CH:19][C:20]([O:23][CH3:24])=[CH:21][CH:22]=2)[N:6]2[C:15]3[C:10](=[CH:11][CH:12]=[CH:13][CH:14]=3)[CH:9]=[CH:8][C:7]=12)#[N:2], predict the reactants needed to synthesize it. The reactants are: [C:1]([C:3]1[CH:4]=[C:5]([C:16](=[O:25])[C:17]2[CH:22]=[CH:21][C:20]([O:23][CH3:24])=[CH:19][CH:18]=2)[N:6]2[C:15]3[C:10](=[CH:11][CH:12]=[CH:13][CH:14]=3)[CH:9]=[CH:8][C:7]=12)#[N:2].[BH4-].[Na+].Cl. (9) Given the product [CH3:19][O:18][C:14]([C:15]1[N:12]=[N:11][N:10]([CH2:9][CH2:8][NH:7][C:6]([O:5][C:1]([CH3:4])([CH3:2])[CH3:3])=[O:13])[CH:16]=1)=[O:17], predict the reactants needed to synthesize it. The reactants are: [C:1]([O:5][C:6](=[O:13])[NH:7][CH2:8][CH2:9][N:10]=[N+:11]=[N-:12])([CH3:4])([CH3:3])[CH3:2].[C:14]([O:18][CH3:19])(=[O:17])[C:15]#[CH:16].O=C1O[C@H]([C@H](CO)O)C([O-])=C1O.[Na+]. (10) Given the product [CH3:1][C:2]1[N:7]=[C:6]2[S:8][C:9]3[CH2:13][CH2:12][CH2:11][C:10]=3[C:5]2=[C:4]([C:14]2[CH:19]=[CH:18][C:17]([CH3:20])=[CH:16][CH:15]=2)[C:3]=1[C:21](=[CH2:26])[C:22]([OH:24])=[O:23], predict the reactants needed to synthesize it. The reactants are: [CH3:1][C:2]1[N:7]=[C:6]2[S:8][C:9]3[CH2:13][CH2:12][CH2:11][C:10]=3[C:5]2=[C:4]([C:14]2[CH:19]=[CH:18][C:17]([CH3:20])=[CH:16][CH:15]=2)[C:3]=1[CH:21]([CH2:26]OC)[C:22]([O:24]C)=[O:23].[OH-].[Na+].Cl.